Predict the product of the given reaction. From a dataset of Forward reaction prediction with 1.9M reactions from USPTO patents (1976-2016). (1) Given the reactants Br[C:2]1[C:3]([N:22]([CH2:26][CH3:27])[CH2:23][CH2:24][OH:25])=[N:4][CH:5]=[C:6]([CH:21]=1)[C:7]([NH:9][C:10]1[CH:15]=[CH:14][C:13]([S:16][C:17]([F:20])([F:19])[F:18])=[CH:12][CH:11]=1)=[O:8].CC1(C)C(C)(C)OB([C:36]2[CH:37]=[N:38][CH:39]=[C:40]([CH:43]=2)[C:41]#[N:42])O1, predict the reaction product. The product is: [C:41]([C:40]1[CH:43]=[C:36]([C:2]2[C:3]([N:22]([CH2:26][CH3:27])[CH2:23][CH2:24][OH:25])=[N:4][CH:5]=[C:6]([C:7]([NH:9][C:10]3[CH:15]=[CH:14][C:13]([S:16][C:17]([F:20])([F:19])[F:18])=[CH:12][CH:11]=3)=[O:8])[CH:21]=2)[CH:37]=[N:38][CH:39]=1)#[N:42]. (2) The product is: [NH2:6][CH2:5][C:4]([CH:22]1[CH2:24][CH2:23]1)([CH:1]1[CH2:3][CH2:2]1)[OH:21]. Given the reactants [CH:1]1([C:4]([CH:22]2[CH2:24][CH2:23]2)([OH:21])[CH2:5][N:6](CC2C=CC=CC=2)CC2C=CC=CC=2)[CH2:3][CH2:2]1.[H][H], predict the reaction product.